This data is from Full USPTO retrosynthesis dataset with 1.9M reactions from patents (1976-2016). The task is: Predict the reactants needed to synthesize the given product. (1) Given the product [CH2:1]([NH:8][C:9]([C:11]1([C:23]2[CH:28]=[CH:27][CH:26]=[C:25]([O:29][CH3:30])[CH:24]=2)[CH2:16][CH2:15][N:14]([C:17]2[N:22]=[CH:21][CH:20]=[CH:19][N:18]=2)[CH2:13][CH2:12]1)=[S:40])[C:2]1[CH:7]=[CH:6][CH:5]=[CH:4][CH:3]=1, predict the reactants needed to synthesize it. The reactants are: [CH2:1]([NH:8][C:9]([C:11]1([C:23]2[CH:28]=[CH:27][CH:26]=[C:25]([O:29][CH3:30])[CH:24]=2)[CH2:16][CH2:15][N:14]([C:17]2[N:22]=[CH:21][CH:20]=[CH:19][N:18]=2)[CH2:13][CH2:12]1)=O)[C:2]1[CH:7]=[CH:6][CH:5]=[CH:4][CH:3]=1.COC1C=CC(P2(SP(C3C=CC(OC)=CC=3)(=S)S2)=[S:40])=CC=1. (2) Given the product [CH3:1][O:2][C:3](=[O:15])[C:4]1[C:5](=[C:10]([O:14][CH2:23][C:24]2[CH:29]=[CH:28][C:27]([O:30][CH3:31])=[CH:26][CH:25]=2)[CH:11]=[CH:12][CH:13]=1)[C:6]([O:8][CH3:9])=[O:7], predict the reactants needed to synthesize it. The reactants are: [CH3:1][O:2][C:3](=[O:15])[C:4]1[C:5](=[C:10]([OH:14])[CH:11]=[CH:12][CH:13]=1)[C:6]([O:8][CH3:9])=[O:7].C(=O)([O-])[O-].[K+].[K+].Br[CH2:23][C:24]1[CH:29]=[CH:28][C:27]([O:30][CH3:31])=[CH:26][CH:25]=1. (3) Given the product [CH3:17][O:16][C:13]1[CH:14]=[CH:15][C:8]2[C:7]([O:6][C:5]3[CH:18]=[CH:19][C:2](/[CH:23]=[CH:22]/[C:21](=[O:24])[CH3:20])=[CH:3][CH:4]=3)=[CH:11][S:10][C:9]=2[CH:12]=1, predict the reactants needed to synthesize it. The reactants are: Br[C:2]1[CH:19]=[CH:18][C:5]([O:6][C:7]2[C:8]3[CH:15]=[CH:14][C:13]([O:16][CH3:17])=[CH:12][C:9]=3[S:10][CH:11]=2)=[CH:4][CH:3]=1.[CH3:20][C:21](=[O:24])[CH:22]=[CH2:23].C(N(CC)CC)C.